This data is from Catalyst prediction with 721,799 reactions and 888 catalyst types from USPTO. The task is: Predict which catalyst facilitates the given reaction. (1) Reactant: [CH:1](NC(C)C)([CH3:3])[CH3:2].[Li].C([Li])CCC.C(NC(C)C)(C)C.[CH3:21][C:22]1[CH:27]=[N:26][CH:25]=[CH:24][N:23]=1.C(Br)C=C.[Cl-].[NH4+]. The catalyst class is: 30. Product: [N:23]1[CH:24]=[CH:25][N:26]=[CH:27][C:22]=1[CH2:21][CH2:3][CH:1]=[CH2:2]. (2) Reactant: [S:1]1[C:10]2[CH2:9][CH2:8][C:7]3[CH:11]=[CH:12][CH:13]=[CH:14][C:6]=3[C:5](=O)[C:4]=2[CH:3]=[CH:2]1.[CH3:16][C:17]1[CH:18]=[C:19]([CH:23]=[C:24]([CH3:26])[CH:25]=1)[CH2:20][Mg]Br. Product: [CH3:16][C:17]1[CH:25]=[C:24]([CH:23]=[C:19]([CH3:20])[CH:18]=1)[CH:26]=[C:5]1[C:6]2[CH:14]=[CH:13][CH:12]=[CH:11][C:7]=2[CH2:8][CH2:9][C:10]2[S:1][CH:2]=[CH:3][C:4]1=2. The catalyst class is: 1. (3) Reactant: C([O:3][C:4](=O)[CH2:5][C:6]([CH3:8])=O)C.[NH:10]1[C:14]([NH2:15])=[N:13][CH:12]=[N:11]1. Product: [CH3:8][C:6]1[CH:5]=[C:4]([OH:3])[N:10]2[N:11]=[CH:12][N:13]=[C:14]2[N:15]=1. The catalyst class is: 86.